The task is: Predict the reactants needed to synthesize the given product.. This data is from Full USPTO retrosynthesis dataset with 1.9M reactions from patents (1976-2016). (1) The reactants are: C[O:2][C:3]1[CH:4]=[C:5]([CH2:20][C:21](NC2C=CC(C3(CC(O)=O)CC4C(=CC=CC=4)C3)=CC=2)=[O:22])[CH:6]=[CH:7][C:8]=1[NH:9]C(NC1C=CC=CC=1C)=O.C([O-])=O.[NH4+].[CH2:47]([OH:49])[CH3:48]. Given the product [CH2:47]([O:49][C:21](=[O:22])[CH2:20][C:5]1[CH:6]=[CH:7][C:8]([NH2:9])=[C:3]([OH:2])[CH:4]=1)[CH3:48], predict the reactants needed to synthesize it. (2) The reactants are: [OH:1][CH2:2][CH:3]1[CH2:7][CH2:6][CH:5]([CH2:8][OH:9])[O:4]1.[C:10]1([CH3:20])[CH:15]=[CH:14][C:13]([S:16](Cl)(=[O:18])=[O:17])=[CH:12][CH:11]=1. Given the product [CH3:20][C:10]1[CH:15]=[CH:14][C:13]([S:16]([O:9][CH2:8][CH:5]2[O:4][CH:3]([CH2:2][O:1][S:16]([C:13]3[CH:14]=[CH:15][C:10]([CH3:20])=[CH:11][CH:12]=3)(=[O:18])=[O:17])[CH2:7][CH2:6]2)(=[O:18])=[O:17])=[CH:12][CH:11]=1, predict the reactants needed to synthesize it. (3) Given the product [ClH:1].[CH3:2][C:3]1[CH:8]=[C:7]([NH:9][C:10]2[CH:15]=[C:14]([C:16]([F:19])([F:17])[F:18])[CH:13]=[CH:12][N:11]=2)[N:6]=[C:5]([C:20]([NH:22][NH2:23])=[O:21])[CH:4]=1, predict the reactants needed to synthesize it. The reactants are: [ClH:1].[CH3:2][C:3]1[CH:8]=[C:7]([NH:9][C:10]2[CH:15]=[C:14]([C:16]([F:19])([F:18])[F:17])[CH:13]=[CH:12][N:11]=2)[N:6]=[C:5]([C:20]([NH:22][NH:23]C(OC(C)(C)C)=O)=[O:21])[CH:4]=1. (4) Given the product [Si:1]([O:8][CH2:9][C:10]1[N:15]=[CH:14][C:13]2[N:16]=[CH:17][N:18]([C:19]3[S:23][C:22]([C:24]([O:26][CH3:27])=[O:25])=[C:21]([O:28][CH:38]([C:33]4[CH:34]=[CH:35][CH:36]=[CH:37][C:32]=4[O:31][CH:30]([F:29])[F:41])[CH3:39])[CH:20]=3)[C:12]=2[CH:11]=1)([C:4]([CH3:5])([CH3:6])[CH3:7])([CH3:2])[CH3:3], predict the reactants needed to synthesize it. The reactants are: [Si:1]([O:8][CH2:9][C:10]1[N:15]=[CH:14][C:13]2[N:16]=[CH:17][N:18]([C:19]3[S:23][C:22]([C:24]([O:26][CH3:27])=[O:25])=[C:21]([OH:28])[CH:20]=3)[C:12]=2[CH:11]=1)([C:4]([CH3:7])([CH3:6])[CH3:5])([CH3:3])[CH3:2].[F:29][CH:30]([F:41])[O:31][C:32]1[CH:37]=[CH:36][CH:35]=[CH:34][C:33]=1[CH:38](O)[CH3:39].C1(P(C2C=CC=CC=2)C2C=CC=CC=2)C=CC=CC=1.N(C(OC(C)(C)C)=O)=NC(OC(C)(C)C)=O. (5) The reactants are: [OH:1][C:2]1[CH:12]=[CH:11][CH:10]=[CH:9][C:3]=1[C:4]([O:6][CH2:7][CH3:8])=[O:5].Br[CH2:14][CH2:15][CH:16]=[CH2:17].C([O-])([O-])=O.[K+].[K+]. Given the product [CH2:17]([O:1][C:2]1[CH:12]=[CH:11][CH:10]=[CH:9][C:3]=1[C:4]([O:6][CH2:7][CH3:8])=[O:5])[CH2:16][CH:15]=[CH2:14], predict the reactants needed to synthesize it.